From a dataset of Forward reaction prediction with 1.9M reactions from USPTO patents (1976-2016). Predict the product of the given reaction. (1) The product is: [Cl:15][C:7]1[CH:8]=[C:9]2[C:4](=[CH:5][CH:6]=1)[N:3]=[C:2]([NH:30][C@H:22]([C:21]([O:20][CH2:19][CH2:18][O:17][CH3:16])=[O:31])[CH2:23][C:24]1[CH:29]=[CH:28][CH:27]=[CH:26][CH:25]=1)[C:11]([C:12]([OH:14])=[O:13])=[CH:10]2. Given the reactants Cl[C:2]1[C:11]([C:12]([OH:14])=[O:13])=[CH:10][C:9]2[C:4](=[CH:5][CH:6]=[C:7]([Cl:15])[CH:8]=2)[N:3]=1.[CH3:16][O:17][CH2:18][CH2:19][O:20][C:21](=[O:31])[C@@H:22]([NH2:30])[CH2:23][C:24]1[CH:29]=[CH:28][CH:27]=[CH:26][CH:25]=1, predict the reaction product. (2) Given the reactants [C:1]([O:5][C:6]([N:8]1[CH2:12][C@@H:11]([OH:13])[C@H:10](Br)[CH2:9]1)=[O:7])([CH3:4])([CH3:3])[CH3:2].[CH2:15]([NH2:22])[C:16]1[CH:21]=[CH:20][CH:19]=[CH:18][CH:17]=1, predict the reaction product. The product is: [C:1]([O:5][C:6]([N:8]1[CH2:12][C@@H:11]([OH:13])[C@H:10]([NH:22][CH2:15][C:16]2[CH:21]=[CH:20][CH:19]=[CH:18][CH:17]=2)[CH2:9]1)=[O:7])([CH3:4])([CH3:3])[CH3:2]. (3) Given the reactants [H-].[H-].[H-].[H-].[Li+].[Al+3].[F:7][C:8]1[CH:13]=[C:12]([NH:14][C:15]([O:17][CH:18]([CH3:20])[CH3:19])=[O:16])[CH:11]=[C:10]([F:21])[C:9]=1/[CH:22]=[CH:23]/[C:24](OC)=[O:25], predict the reaction product. The product is: [F:7][C:8]1[CH:13]=[C:12]([NH:14][C:15](=[O:16])[O:17][CH:18]([CH3:19])[CH3:20])[CH:11]=[C:10]([F:21])[C:9]=1/[CH:22]=[CH:23]/[CH2:24][OH:25]. (4) Given the reactants ClC1C(Cl)=CC=CC=1C1[CH2:14][CH2:13][N:12]([CH2:15][CH2:16][CH2:17][CH2:18][O:19][C:20]2[CH:21]=[CH:22][C:23]3SC=N[C:24]=3[CH:28]=2)[CH2:11][CH2:10]1.[Na+].[I-].Cl.[Cl:32][C:33]1[C:38]([Cl:39])=[CH:37][CH:36]=[CH:35][C:34]=1[N:40]1CCNCC1.[C:46]([O-:49])([O-])=O.[K+].[K+].[CH3:52][C:53]#[N:54], predict the reaction product. The product is: [Cl:32][C:33]1[C:38]([Cl:39])=[CH:37][CH:36]=[CH:35][C:34]=1[N:40]1[CH2:10][CH2:11][N:12]([CH2:15][CH2:16][CH2:17][CH2:18][O:19][C:20]2[CH:28]=[C:24]3[C:23]([CH2:52][CH2:53][NH:54][C:46]3=[O:49])=[CH:22][CH:21]=2)[CH2:13][CH2:14]1. (5) Given the reactants C(N[C:5]1[CH:10]=[CH:9][C:8]([OH:11])=[CH:7][C:6]=1[Cl:12])(=O)C.N([O-])=O.[Na+].[CH2:17]1CCCCC1.[I-:23].[K+], predict the reaction product. The product is: [Cl:12][C:6]1[CH:7]=[C:8]([O:11][CH3:17])[CH:9]=[CH:10][C:5]=1[I:23]. (6) Given the reactants [CH2:1]([O:8][C:9]([NH:11][CH:12]1[C:21]2[C:16](=[CH:17][CH:18]=[C:19]([C:22]([O:24][CH2:25][CH3:26])=[O:23])[CH:20]=2)[NH:15][CH:14]([CH2:27][CH3:28])[CH:13]1[CH3:29])=[O:10])[C:2]1[CH:7]=[CH:6][CH:5]=[CH:4][CH:3]=1.[C:30](OC(=O)C)(=[O:32])[CH3:31].[OH-].[Na+], predict the reaction product. The product is: [C:30]([N:15]1[C:16]2[C:21](=[CH:20][C:19]([C:22]([O:24][CH2:25][CH3:26])=[O:23])=[CH:18][CH:17]=2)[CH:12]([NH:11][C:9]([O:8][CH2:1][C:2]2[CH:7]=[CH:6][CH:5]=[CH:4][CH:3]=2)=[O:10])[CH:13]([CH3:29])[CH:14]1[CH2:27][CH3:28])(=[O:32])[CH3:31]. (7) Given the reactants [Cl:1][C:2]1[CH:7]=[C:6]2[NH:8][C:9](=[O:43])[C@:10]3([C@@H:14]([C:15]4[CH:20]=[CH:19][CH:18]=[C:17]([Cl:21])[C:16]=4[F:22])[C@H:13]([C:23]([NH:25][C:26]4[CH:34]=[CH:33][C:29]([C:30]([OH:32])=O)=[CH:28][C:27]=4[O:35][CH2:36][CH3:37])=[O:24])[NH:12][C@H:11]3[CH2:38][C:39]([CH3:42])([CH3:41])[CH3:40])[C:5]2=[CH:4][CH:3]=1.CC[N:46]=C=NCCCN(C)C.C1C=CC2N(O)N=NC=2C=1.[NH4+].[Cl-].C(N(CC)CC)C, predict the reaction product. The product is: [C:30]([C:29]1[CH:33]=[CH:34][C:26]([NH:25][C:23]([CH:13]2[NH:12][CH:11]([CH2:38][C:39]([CH3:40])([CH3:41])[CH3:42])[C:10]3([C:5]4[C:6](=[CH:7][C:2]([Cl:1])=[CH:3][CH:4]=4)[NH:8][C:9]3=[O:43])[CH:14]2[C:15]2[CH:20]=[CH:19][CH:18]=[C:17]([Cl:21])[C:16]=2[F:22])=[O:24])=[C:27]([O:35][CH2:36][CH3:37])[CH:28]=1)(=[O:32])[NH2:46]. (8) Given the reactants [NH2:1][C:2]1[N:28]=[CH:27][CH:26]=[CH:25][C:3]=1[C:4]([NH:6][CH2:7][C:8]1[CH:13]=[CH:12][C:11]([O:14][CH2:15][C:16]2[CH:21]=[CH:20][CH:19]=[CH:18][C:17]=2[N+:22]([O-])=O)=[CH:10][CH:9]=1)=[O:5].[Cl-].[NH4+], predict the reaction product. The product is: [NH2:1][C:2]1[N:28]=[CH:27][CH:26]=[CH:25][C:3]=1[C:4]([NH:6][CH2:7][C:8]1[CH:13]=[CH:12][C:11]([O:14][CH2:15][C:16]2[CH:21]=[CH:20][CH:19]=[CH:18][C:17]=2[NH2:22])=[CH:10][CH:9]=1)=[O:5]. (9) Given the reactants [OH:1][CH:2]([CH:14]=[CH2:15])[CH2:3][CH2:4][CH2:5][CH2:6][CH2:7][CH2:8][CH2:9][C:10]([O:12][CH3:13])=[O:11].C(OC=C)(=O)C, predict the reaction product. The product is: [OH:1][C@@H:2]([CH:14]=[CH2:15])[CH2:3][CH2:4][CH2:5][CH2:6][CH2:7][CH2:8][CH2:9][C:10]([O:12][CH3:13])=[O:11].